From a dataset of Reaction yield outcomes from USPTO patents with 853,638 reactions. Predict the reaction yield, written as a fraction of the theoretical maximum amount of product (1.0 means a 100% yield; for example, 0.34 means a 34% yield). (1) The product is [OH:20][C@@H:17]1[C@H:14]2[N:15]([C:21]([O:23][C:24]([CH3:27])([CH3:26])[CH3:25])=[O:22])[CH2:16][C@H:12]([O:11][S:8]([CH3:7])(=[O:9])=[O:10])[C@H:13]2[O:19][CH2:18]1. The catalyst is O.O1CCOCC1. The yield is 0.490. The reactants are C(=O)([O-])[O-].[Na+].[Na+].[CH3:7][S:8]([O:11][C@H:12]1[CH2:16][NH:15][C@@H:14]2[C@@H:17]([OH:20])[CH2:18][O:19][C@H:13]12)(=[O:10])=[O:9].[C:21](O[C:21]([O:23][C:24]([CH3:27])([CH3:26])[CH3:25])=[O:22])([O:23][C:24]([CH3:27])([CH3:26])[CH3:25])=[O:22]. (2) The reactants are [F:1][C:2]1[CH:3]=[C:4](/[CH:9]=[CH:10]/[C:11]([OH:13])=[O:12])[CH:5]=[C:6]([F:8])[CH:7]=1. The catalyst is [Pd].C(OCC)(=O)C.C(O)C. The product is [F:1][C:2]1[CH:3]=[C:4]([CH2:9][CH2:10][C:11]([OH:13])=[O:12])[CH:5]=[C:6]([F:8])[CH:7]=1. The yield is 0.990. (3) The reactants are [H-].[Na+].[CH3:3]N(C=O)C.[F:8][C:9]1[CH:24]=[CH:23][C:12]([O:13][CH2:14][CH2:15][CH2:16][NH:17][C:18](=[O:22])[N:19]([CH3:21])[CH3:20])=[C:11]([N+:25]([O-:27])=[O:26])[CH:10]=1.CI. The catalyst is C(OCC)(=O)C.O. The product is [F:8][C:9]1[CH:24]=[CH:23][C:12]([O:13][CH2:14][CH2:15][CH2:16][N:17]([CH3:3])[C:18]([N:19]([CH3:21])[CH3:20])=[O:22])=[C:11]([N+:25]([O-:27])=[O:26])[CH:10]=1. The yield is 0.400. (4) The reactants are [CH3:1][N:2]1[C:6]([CH3:7])=[N:5][N:4]=[C:3]1[CH:8]1[C:17](=O)[C:16]2[C:15]([C:19]([O:21]CC)=O)=[CH:14][CH:13]=[CH:12][C:11]=2[NH:10][CH:9]1[C:24]1[CH:29]=[CH:28][C:27]([F:30])=[CH:26][CH:25]=1.O.[NH2:32][NH2:33]. The catalyst is CO. The product is [CH3:1][N:2]1[C:6]([CH3:7])=[N:5][N:4]=[C:3]1[CH:8]1[C:17]2=[N:32][NH:33][C:19](=[O:21])[C:15]3[CH:14]=[CH:13][CH:12]=[C:11]([C:16]=32)[NH:10][CH:9]1[C:24]1[CH:25]=[CH:26][C:27]([F:30])=[CH:28][CH:29]=1. The yield is 0.260. (5) The catalyst is CN(C)C=O. The product is [Cl:8][C:6]1[CH:7]=[C:2]([NH:16][CH2:15][CH:14]([CH3:17])[CH3:13])[C:3]2[N:4]([C:9]([I:12])=[CH:10][N:11]=2)[N:5]=1. The reactants are Br[C:2]1[C:3]2[N:4]([C:9]([I:12])=[CH:10][N:11]=2)[N:5]=[C:6]([Cl:8])[CH:7]=1.[CH3:13][CH:14]([CH3:17])[CH2:15][NH2:16].O. The yield is 0.960. (6) The reactants are O.[OH-].[Li+].[C:4]1(/[C:10](=[N:20]/[O:21][CH2:22][C:23]2[CH:28]=[CH:27][C:26]([O:29][CH2:30][C:31]3[O:35][N:34]=[C:33]([C:36]4[CH:41]=[CH:40][CH:39]=[CH:38][CH:37]=4)[N:32]=3)=[CH:25][CH:24]=2)/[CH2:11][CH2:12][CH2:13][CH2:14][C:15]([O:17]CC)=[O:16])[CH:9]=[CH:8][CH:7]=[CH:6][CH:5]=1.O.Cl. The catalyst is O1CCCC1.C(O)C. The product is [C:4]1(/[C:10](=[N:20]/[O:21][CH2:22][C:23]2[CH:28]=[CH:27][C:26]([O:29][CH2:30][C:31]3[O:35][N:34]=[C:33]([C:36]4[CH:41]=[CH:40][CH:39]=[CH:38][CH:37]=4)[N:32]=3)=[CH:25][CH:24]=2)/[CH2:11][CH2:12][CH2:13][CH2:14][C:15]([OH:17])=[O:16])[CH:5]=[CH:6][CH:7]=[CH:8][CH:9]=1. The yield is 0.850.